From a dataset of Full USPTO retrosynthesis dataset with 1.9M reactions from patents (1976-2016). Predict the reactants needed to synthesize the given product. (1) Given the product [CH3:27][O:26][C:21]1[CH:22]=[CH:23][CH:24]=[CH:25][C:20]=1[C:17]1[CH:18]=[CH:19][C:14]([O:13][CH2:12][C:11]([NH:10][C:9]2[C:5]([C:3]([OH:4])=[O:2])=[CH:6][S:7][CH:8]=2)=[O:28])=[N:15][CH:16]=1, predict the reactants needed to synthesize it. The reactants are: C[O:2][C:3]([C:5]1[C:9]([NH:10][C:11](=[O:28])[CH2:12][O:13][C:14]2[CH:19]=[CH:18][C:17]([C:20]3[CH:25]=[CH:24][CH:23]=[CH:22][C:21]=3[O:26][CH3:27])=[CH:16][N:15]=2)=[CH:8][S:7][CH:6]=1)=[O:4].[OH-].[Na+]. (2) The reactants are: F[C:2]1[CH:7]=[C:6]([C:8]2[S:16][C:15]3[C:14]([N:17]4[CH2:22][CH2:21][O:20][CH2:19][CH2:18]4)=[N:13][C:12]([C:23]4[CH:24]=[N:25][C:26]([NH2:29])=[N:27][CH:28]=4)=[N:11][C:10]=3[CH:9]=2)[CH:5]=[CH:4][N:3]=1.[CH3:30][O:31][CH2:32][CH2:33][NH:34][CH3:35]. Given the product [CH3:30][O:31][CH2:32][CH2:33][N:34]([CH3:35])[C:2]1[CH:7]=[C:6]([C:8]2[S:16][C:15]3[C:14]([N:17]4[CH2:22][CH2:21][O:20][CH2:19][CH2:18]4)=[N:13][C:12]([C:23]4[CH:24]=[N:25][C:26]([NH2:29])=[N:27][CH:28]=4)=[N:11][C:10]=3[CH:9]=2)[CH:5]=[CH:4][N:3]=1, predict the reactants needed to synthesize it.